The task is: Predict the reaction yield, written as a fraction of the theoretical maximum amount of product (1.0 means a 100% yield; for example, 0.34 means a 34% yield).. This data is from Reaction yield outcomes from USPTO patents with 853,638 reactions. (1) The reactants are [F:1][C:2]1[CH:7]=[CH:6][CH:5]=[C:4]([F:8])[C:3]=1[N:9]1[C:14]2[N:15]=[C:16]([NH:27][CH2:28][C:29]#[N:30])[N:17]=[C:18]([C:19]3[CH:24]=[CH:23][C:22]([F:25])=[CH:21][C:20]=3[CH3:26])[C:13]=2[CH:12]=[CH:11][C:10]1=[O:31].Cl.C(N(CC)CC)C.[N-:40]=[N+:41]=[N-:42].[Na+]. No catalyst specified. The product is [F:1][C:2]1[CH:7]=[CH:6][CH:5]=[C:4]([F:8])[C:3]=1[N:9]1[C:14]2[N:15]=[C:16]([NH:27][CH2:28][C:29]3[NH:42][N:41]=[N:40][N:30]=3)[N:17]=[C:18]([C:19]3[CH:24]=[CH:23][C:22]([F:25])=[CH:21][C:20]=3[CH3:26])[C:13]=2[CH:12]=[CH:11][C:10]1=[O:31]. The yield is 0.0960. (2) The reactants are [Cl:1][C:2]1[C:11]2[C:6](=[CH:7][CH:8]=[C:9]([F:12])[CH:10]=2)[N:5]=[C:4]([C:13]2[CH:18]=[CH:17][CH:16]=[CH:15][C:14]=2[O:19]C)[N:3]=1.B(Br)(Br)Br. The catalyst is C(Cl)Cl. The product is [Cl:1][C:2]1[C:11]2[C:6](=[CH:7][CH:8]=[C:9]([F:12])[CH:10]=2)[N:5]=[C:4]([C:13]2[CH:18]=[CH:17][CH:16]=[CH:15][C:14]=2[OH:19])[N:3]=1. The yield is 0.570. (3) The reactants are [NH:1]([C:9]([O:11][C:12]([CH3:15])([CH3:14])[CH3:13])=[O:10])[C@H:2]([C:6]([OH:8])=[O:7])[CH2:3][CH2:4][OH:5].[H-].[Na+].[CH2:18](Br)[CH:19]=[CH2:20]. The catalyst is CN(C=O)C. The product is [NH:1]([C:9]([O:11][C:12]([CH3:15])([CH3:14])[CH3:13])=[O:10])[C@H:2]([C:6]([OH:8])=[O:7])[CH2:3][CH2:4][O:5][CH2:20][CH:19]=[CH2:18]. The yield is 0.678. (4) The product is [Si:1]([O:8][C@@H:9]1[C@H:13]([CH2:14][O:15][Si:16]([C:19]([CH3:22])([CH3:21])[CH3:20])([CH3:18])[CH3:17])[CH2:12][C@@H:11]([NH:23][C:24]2[CH:29]=[C:28]([NH:42][C@@H:34]3[C:35]4[C:40](=[CH:39][CH:38]=[CH:37][CH:36]=4)[CH2:41][C@@H:33]3[O:32][CH3:31])[N:27]=[CH:26][N:25]=2)[CH2:10]1)([C:4]([CH3:7])([CH3:6])[CH3:5])([CH3:3])[CH3:2]. The yield is 0.460. No catalyst specified. The reactants are [Si:1]([O:8][C@@H:9]1[C@H:13]([CH2:14][O:15][Si:16]([C:19]([CH3:22])([CH3:21])[CH3:20])([CH3:18])[CH3:17])[CH2:12][C@@H:11]([NH:23][C:24]2[CH:29]=[C:28](Cl)[N:27]=[CH:26][N:25]=2)[CH2:10]1)([C:4]([CH3:7])([CH3:6])[CH3:5])([CH3:3])[CH3:2].[CH3:31][O:32][C@H:33]1[CH2:41][C:40]2[C:35](=[CH:36][CH:37]=[CH:38][CH:39]=2)[C@H:34]1[NH2:42].C([O-])([O-])=O.[Na+].[Na+]. (5) The reactants are [Br:1][C:2]1[CH:9]=[CH:8][C:7]([O:10][CH3:11])=[CH:6][C:3]=1[CH2:4][OH:5].N1C=CN=C1.[Si:17](Cl)([C:20]([CH3:23])([CH3:22])[CH3:21])([CH3:19])[CH3:18].CCOCC. The catalyst is C1COCC1.O.CCCCCC. The product is [Br:1][C:2]1[CH:9]=[CH:8][C:7]([O:10][CH3:11])=[CH:6][C:3]=1[CH2:4][O:5][Si:17]([C:20]([CH3:23])([CH3:22])[CH3:21])([CH3:19])[CH3:18]. The yield is 0.960. (6) The reactants are [C:1]([O:5][C:6]([N:8]1[CH2:13][CH2:12][C:11](=[C:14]([Br:24])[C:15]2[CH:20]=[CH:19][C:18]([C:21](O)=[O:22])=[CH:17][CH:16]=2)[CH2:10][CH2:9]1)=[O:7])([CH3:4])([CH3:3])[CH3:2].C(OC(Cl)=O)C(C)C.[CH2:33]([NH:35][CH2:36][CH3:37])[CH3:34]. The catalyst is ClCCl. The product is [C:1]([O:5][C:6]([N:8]1[CH2:13][CH2:12][C:11](=[C:14]([Br:24])[C:15]2[CH:16]=[CH:17][C:18]([C:21](=[O:22])[N:35]([CH2:36][CH3:37])[CH2:33][CH3:34])=[CH:19][CH:20]=2)[CH2:10][CH2:9]1)=[O:7])([CH3:2])([CH3:3])[CH3:4]. The yield is 0.730. (7) The reactants are [CH2:1]([S:3]([C:6]1[CH:7]=[C:8]([C:12]2[C:17]3[C:18]4[CH:24]=[C:23]([CH3:25])[CH:22]=[N:21][C:19]=4[NH:20][C:16]=3[C:15]([O:26][CH2:27][CH2:28]CN(C)C)=[N:14][CH:13]=2)[CH:9]=[CH:10][CH:11]=1)(=[O:5])=[O:4])[CH3:2].C(O)C[OH:35]. No catalyst specified. The product is [CH2:1]([S:3]([C:6]1[CH:7]=[C:8]([C:12]2[C:17]3[C:18]4[CH:24]=[C:23]([CH3:25])[CH:22]=[N:21][C:19]=4[NH:20][C:16]=3[C:15]([O:26][CH2:27][CH2:28][OH:35])=[N:14][CH:13]=2)[CH:9]=[CH:10][CH:11]=1)(=[O:4])=[O:5])[CH3:2]. The yield is 0.180.